This data is from NCI-60 drug combinations with 297,098 pairs across 59 cell lines. The task is: Regression. Given two drug SMILES strings and cell line genomic features, predict the synergy score measuring deviation from expected non-interaction effect. (1) Cell line: UO-31. Synergy scores: CSS=8.99, Synergy_ZIP=-0.366, Synergy_Bliss=2.65, Synergy_Loewe=2.37, Synergy_HSA=2.03. Drug 2: C1=CC(=CC=C1CC(C(=O)O)N)N(CCCl)CCCl.Cl. Drug 1: CNC(=O)C1=CC=CC=C1SC2=CC3=C(C=C2)C(=NN3)C=CC4=CC=CC=N4. (2) Drug 1: CNC(=O)C1=CC=CC=C1SC2=CC3=C(C=C2)C(=NN3)C=CC4=CC=CC=N4. Drug 2: CC1=CC2C(CCC3(C2CCC3(C(=O)C)OC(=O)C)C)C4(C1=CC(=O)CC4)C. Cell line: BT-549. Synergy scores: CSS=-4.27, Synergy_ZIP=1.83, Synergy_Bliss=1.49, Synergy_Loewe=-1.36, Synergy_HSA=-0.977.